This data is from Full USPTO retrosynthesis dataset with 1.9M reactions from patents (1976-2016). The task is: Predict the reactants needed to synthesize the given product. (1) Given the product [CH2:36]([N:40]([CH2:2][C:3]1[CH:8]=[C:7]([C:9]2[CH:10]=[C:11]([C:15]3[CH2:21][C:20](=[O:22])[NH:19][C:18]4[CH:23]=[C:24]([C:28]([F:31])([F:30])[F:29])[C:25]([CH3:27])=[CH:26][C:17]=4[N:16]=3)[CH:12]=[CH:13][CH:14]=2)[CH:6]=[CH:5][N:4]=1)[CH3:41])[CH:37]([CH3:39])[CH3:38], predict the reactants needed to synthesize it. The reactants are: O[CH2:2][C:3]1[CH:8]=[C:7]([C:9]2[CH:10]=[C:11]([C:15]3[CH2:21][C:20](=[O:22])[NH:19][C:18]4[CH:23]=[C:24]([C:28]([F:31])([F:30])[F:29])[C:25]([CH3:27])=[CH:26][C:17]=4[N:16]=3)[CH:12]=[CH:13][CH:14]=2)[CH:6]=[CH:5][N:4]=1.S(Cl)(Cl)=O.[CH2:36]([NH:40][CH3:41])[CH:37]([CH3:39])[CH3:38]. (2) Given the product [Br:8][C:5]1[CH:6]=[CH:7][C:2]([Cl:1])=[C:3]([O:9][CH2:16][CH3:17])[CH:4]=1, predict the reactants needed to synthesize it. The reactants are: [Cl:1][C:2]1[CH:7]=[CH:6][C:5]([Br:8])=[CH:4][C:3]=1[OH:9].C([O-])([O-])=O.[K+].[K+].[CH2:16](I)[CH3:17]. (3) Given the product [Br:1][C:2]1[CH:3]=[CH:4][C:5]([C:8]([C:9]2[O:11][CH:23]=[CH:24][N:20]=2)([CH3:13])[CH3:12])=[CH:6][CH:7]=1, predict the reactants needed to synthesize it. The reactants are: [Br:1][C:2]1[CH:7]=[CH:6][C:5]([C:8]([CH3:13])([CH3:12])[C:9]([OH:11])=O)=[CH:4][CH:3]=1.C(Cl)(=O)C(Cl)=O.[NH:20]1[CH:24]=[CH:23]N=N1.C(=O)([O-])[O-].[K+].[K+]. (4) Given the product [CH:1]([C:3]1[C:4]([CH:16]([CH3:18])[CH3:17])=[N:5][CH:6]=[CH:7][C:8]=1[NH:9][C:10](=[O:15])[C:11]([CH3:12])([CH3:14])[CH3:13])=[O:2], predict the reactants needed to synthesize it. The reactants are: [CH:1]([C:3]1[C:4]([C:16]([CH3:18])=[CH2:17])=[N:5][CH:6]=[CH:7][C:8]=1[NH:9][C:10](=[O:15])[C:11]([CH3:14])([CH3:13])[CH3:12])=[O:2].